From a dataset of Forward reaction prediction with 1.9M reactions from USPTO patents (1976-2016). Predict the product of the given reaction. (1) Given the reactants [Na].[Cl:2][C:3]1[CH:8]=[C:7]([O:9][CH3:10])[N:6]=[C:5]([CH2:11][C:12]([OH:14])=O)[N:4]=1.[CH3:15][CH:16]1[CH2:24][C:23]2[C:18](=[CH:19][CH:20]=[CH:21][CH:22]=2)[NH:17]1.Cl.CN(C)CCCN=C=NCC, predict the reaction product. The product is: [Cl:2][C:3]1[CH:8]=[C:7]([O:9][CH3:10])[N:6]=[C:5]([CH2:11][C:12]([N:17]2[C:18]3[C:23](=[CH:22][CH:21]=[CH:20][CH:19]=3)[CH2:24][CH:16]2[CH3:15])=[O:14])[N:4]=1. (2) Given the reactants N.C([O:5][C@H:6]1[C@@H:10]([O:11]C(=O)C)[C@H:9]([N:15]2[CH:23]=[N:22][C:21]3[C:16]2=[N:17][C:18]([C:39]#[N:40])=[N:19][C:20]=3[NH:24][CH2:25][CH:26]2[C:38]3[CH:37]=[CH:36][CH:35]=[CH:34][C:33]=3[C:32]3[C:27]2=[CH:28][CH:29]=[CH:30][CH:31]=3)[O:8][C@@H:7]1[CH2:41][O:42]C(=O)C)(=O)C, predict the reaction product. The product is: [NH2:40][CH2:39][C:18]1[N:17]=[C:16]2[C:21]([N:22]=[CH:23][N:15]2[C@H:9]2[C@H:10]([OH:11])[C@H:6]([OH:5])[C@@H:7]([CH2:41][OH:42])[O:8]2)=[C:20]([NH:24][CH2:25][CH:26]2[C:38]3[CH:37]=[CH:36][CH:35]=[CH:34][C:33]=3[C:32]3[C:27]2=[CH:28][CH:29]=[CH:30][CH:31]=3)[N:19]=1. (3) Given the reactants Br[C:2]1[CH:3]=[C:4]([CH:18]=[CH:19][CH:20]=1)[O:5][CH:6]1[CH2:10][CH2:9][N:8]([C:11]([O:13][C:14]([CH3:17])([CH3:16])[CH3:15])=[O:12])[CH2:7]1.[B:21]1([B:21]2[O:25][C:24]([CH3:27])([CH3:26])[C:23]([CH3:29])([CH3:28])[O:22]2)[O:25][C:24]([CH3:27])([CH3:26])[C:23]([CH3:29])([CH3:28])[O:22]1.C([O-])(=O)C.[K+], predict the reaction product. The product is: [CH3:28][C:23]1([CH3:29])[C:24]([CH3:27])([CH3:26])[O:25][B:21]([C:2]2[CH:3]=[C:4]([CH:18]=[CH:19][CH:20]=2)[O:5][CH:6]2[CH2:10][CH2:9][N:8]([C:11]([O:13][C:14]([CH3:17])([CH3:16])[CH3:15])=[O:12])[CH2:7]2)[O:22]1. (4) Given the reactants [Br:1][C:2]1[C:6]2[N:7]=[CH:8][N:9]=[C:10]([Cl:11])[C:5]=2[S:4][CH:3]=1.O.[NH2:13][NH2:14], predict the reaction product. The product is: [ClH:11].[Br:1][C:2]1[C:6]2[N:7]=[CH:8][N:9]=[C:10]([NH:13][NH2:14])[C:5]=2[S:4][CH:3]=1. (5) Given the reactants [CH2:1]([O:3][C:4]([C:6]1[NH:7][C:8]2[C:13]([CH:14]=1)=[CH:12][C:11]([SH:15])=[C:10]([C:16]([CH3:19])([CH3:18])[CH3:17])[CH:9]=2)=[O:5])[CH3:2].N1C=CC=CC=1.[S:26](Br)([C:29]1[CH:35]=[CH:34][C:32]([CH3:33])=[CH:31][CH:30]=1)(=[O:28])=[O:27].C(Cl)(Cl)(Cl)Cl, predict the reaction product. The product is: [CH2:1]([O:3][C:4]([C:6]1[NH:7][C:8]2[C:13]([CH:14]=1)=[CH:12][C:11]([S:15][S:26]([C:29]1[CH:35]=[CH:34][C:32]([CH3:33])=[CH:31][CH:30]=1)(=[O:28])=[O:27])=[C:10]([C:16]([CH3:18])([CH3:17])[CH3:19])[CH:9]=2)=[O:5])[CH3:2].